Dataset: Full USPTO retrosynthesis dataset with 1.9M reactions from patents (1976-2016). Task: Predict the reactants needed to synthesize the given product. Given the product [CH2:18]([S:17][CH:9]([CH2:10][N:11]1[CH2:12][CH2:13][S:14][CH2:15][CH2:16]1)[CH2:8][NH2:7])[C:19]1[CH:24]=[CH:23][CH:22]=[CH:21][CH:20]=1, predict the reactants needed to synthesize it. The reactants are: C(OC(=O)[NH:7][CH2:8][CH:9]([S:17][CH2:18][C:19]1[CH:24]=[CH:23][CH:22]=[CH:21][CH:20]=1)[CH2:10][N:11]1[CH2:16][CH2:15][S:14][CH2:13][CH2:12]1)CCC.C(OCC)(=O)C.C(OCC)(=O)C.Cl.